Dataset: Forward reaction prediction with 1.9M reactions from USPTO patents (1976-2016). Task: Predict the product of the given reaction. (1) Given the reactants Cl[CH2:2][C:3]([N:5]([C@H:19]1[CH2:24][CH2:23][CH2:22][CH2:21][C@@H:20]1[OH:25])[CH:6]1[CH2:11][CH2:10][N:9]([C:12]([O:14][C:15]([CH3:18])([CH3:17])[CH3:16])=[O:13])[CH2:8][CH2:7]1)=[O:4].O, predict the reaction product. The product is: [O:4]=[C:3]1[N:5]([CH:6]2[CH2:11][CH2:10][N:9]([C:12]([O:14][C:15]([CH3:18])([CH3:17])[CH3:16])=[O:13])[CH2:8][CH2:7]2)[C@@H:19]2[C@H:20]([CH2:21][CH2:22][CH2:23][CH2:24]2)[O:25][CH2:2]1. (2) Given the reactants [NH2:1][C:2]1[CH:3]=[CH:4][C:5]([O:29][CH3:30])=[C:6]([CH:28]=1)[CH2:7][N:8]1[CH2:13][CH2:12][C:11](=[O:14])[CH:10]([CH:15]([C:22]2[CH:27]=[CH:26][CH:25]=[CH:24][CH:23]=2)[C:16]2[CH:21]=[CH:20][CH:19]=[CH:18][CH:17]=2)[CH2:9]1.C(N(CC)CC)C.[CH3:38][S:39](Cl)(=[O:41])=[O:40].C(OC(C)C)(C)C, predict the reaction product. The product is: [CH:15]([CH:10]1[C:11](=[O:14])[CH2:12][CH2:13][N:8]([CH2:7][C:6]2[CH:28]=[C:2]([N:1]([S:39]([CH3:38])(=[O:41])=[O:40])[S:39]([CH3:38])(=[O:41])=[O:40])[CH:3]=[CH:4][C:5]=2[O:29][CH3:30])[CH2:9]1)([C:22]1[CH:27]=[CH:26][CH:25]=[CH:24][CH:23]=1)[C:16]1[CH:21]=[CH:20][CH:19]=[CH:18][CH:17]=1. (3) Given the reactants C([O:5][C:6](=[O:27])[CH2:7][N:8]1[C:12]2[CH:13]=[CH:14][CH:15]=[CH:16][C:11]=2[N:10]([C:17]2[S:18][CH:19]=[C:20]([C:22]([O:24][CH3:25])=[O:23])[N:21]=2)[C:9]1=[O:26])(C)(C)C.Cl, predict the reaction product. The product is: [CH3:25][O:24][C:22]([C:20]1[N:21]=[C:17]([N:10]2[C:11]3[CH:16]=[CH:15][CH:14]=[CH:13][C:12]=3[N:8]([CH2:7][C:6]([OH:27])=[O:5])[C:9]2=[O:26])[S:18][CH:19]=1)=[O:23]. (4) Given the reactants [CH2:1]([O:3][C:4](=[O:27])[NH:5][C:6]1[CH:11]=[CH:10][CH:9]=[C:8]([CH:12](O)[C:13]2[C:18](=[O:19])[CH:17]=[CH:16][N:15]([C:20]3[CH:21]=[N:22][N:23]([CH3:25])[CH:24]=3)[N:14]=2)[CH:7]=1)[CH3:2].CCN(S(F)(F)[F:34])CC.CO, predict the reaction product. The product is: [CH2:1]([O:3][C:4](=[O:27])[NH:5][C:6]1[CH:11]=[CH:10][CH:9]=[C:8]([CH:12]([F:34])[C:13]2[C:18](=[O:19])[CH:17]=[CH:16][N:15]([C:20]3[CH:21]=[N:22][N:23]([CH3:25])[CH:24]=3)[N:14]=2)[CH:7]=1)[CH3:2]. (5) Given the reactants [O:1]1[CH:5]=[CH:4][C:3]([NH:6][C:7]([C:9]([O:11][CH2:12][CH3:13])=[O:10])=O)=[N:2]1.N1C(C)=CC=CC=1C.O=P(Cl)(Cl)Cl.[Cl:27][C:28]1[CH:33]=[CH:32][C:31]([S:34]([NH:37][C:38]2[C:39]([C:45]([NH:47][NH2:48])=O)=[N:40][CH:41]=[C:42]([Cl:44])[CH:43]=2)(=[O:36])=[O:35])=[CH:30][C:29]=1[C:49]([F:52])([F:51])[F:50], predict the reaction product. The product is: [Cl:27][C:28]1[CH:33]=[CH:32][C:31]([S:34]([NH:37][C:38]2[C:39]([C:45]3[N:6]([C:3]4[CH:4]=[CH:5][O:1][N:2]=4)[C:7]([C:9]([O:11][CH2:12][CH3:13])=[O:10])=[N:48][N:47]=3)=[N:40][CH:41]=[C:42]([Cl:44])[CH:43]=2)(=[O:35])=[O:36])=[CH:30][C:29]=1[C:49]([F:50])([F:52])[F:51].